From a dataset of Full USPTO retrosynthesis dataset with 1.9M reactions from patents (1976-2016). Predict the reactants needed to synthesize the given product. (1) Given the product [CH2:22]([N:24]([CH2:25][CH3:26])[C:2]1[C:3]([C:16]2[CH:21]=[CH:20][CH:19]=[CH:18][CH:17]=2)=[N:4][C:5]2[C:10]([N:11]=1)=[CH:9][C:8]([C:12]([O:14][CH3:15])=[O:13])=[CH:7][CH:6]=2)[CH3:23], predict the reactants needed to synthesize it. The reactants are: Br[C:2]1[C:3]([C:16]2[CH:21]=[CH:20][CH:19]=[CH:18][CH:17]=2)=[N:4][C:5]2[C:10]([N:11]=1)=[CH:9][C:8]([C:12]([O:14][CH3:15])=[O:13])=[CH:7][CH:6]=2.[CH2:22]([NH:24][CH2:25][CH3:26])[CH3:23].CCN(C(C)C)C(C)C. (2) Given the product [F:26][C:23]1[CH:24]=[CH:25][C:20]([N:17]2[CH2:18][CH2:19][N:14]([S:11]([C:8]3[S:7][C:6]([CH2:5][CH:4]([CH3:32])[C:3]([OH:33])=[O:2])=[CH:10][CH:9]=3)(=[O:12])=[O:13])[C@H:15]([CH3:31])[CH2:16]2)=[C:21]([C:27]([F:30])([F:28])[F:29])[CH:22]=1, predict the reactants needed to synthesize it. The reactants are: C[O:2][C:3](=[O:33])[CH:4]([CH3:32])[CH2:5][C:6]1[S:7][C:8]([S:11]([N:14]2[CH2:19][CH2:18][N:17]([C:20]3[CH:25]=[CH:24][C:23]([F:26])=[CH:22][C:21]=3[C:27]([F:30])([F:29])[F:28])[CH2:16][C@H:15]2[CH3:31])(=[O:13])=[O:12])=[CH:9][CH:10]=1.[Li+].[OH-].O.Cl. (3) Given the product [CH2:8]([N:7]1[C:2]2[N:1]=[C:35]([C:31]3[CH:30]=[C:29]([CH:26]([CH3:28])[CH3:27])[CH:34]=[CH:33][N:32]=3)[N:17]([CH2:18][C@H:19]3[CH2:24][CH2:23][C@H:22]([CH3:25])[CH2:21][CH2:20]3)[C:3]=2[C:4](=[O:16])[NH:5][C:6]1=[O:15])[C:9]1[CH:14]=[CH:13][CH:12]=[CH:11][CH:10]=1, predict the reactants needed to synthesize it. The reactants are: [NH2:1][CH:2]1[N:7]([CH2:8][C:9]2[CH:14]=[CH:13][CH:12]=[CH:11][CH:10]=2)[C:6](=[O:15])[NH:5][C:4](=[O:16])[CH:3]1[NH:17][CH2:18][C@H:19]1[CH2:24][CH2:23][C@H:22]([CH3:25])[CH2:21][CH2:20]1.[CH:26]([C:29]1[CH:34]=[CH:33][N:32]=[C:31]([CH:35]=O)[CH:30]=1)([CH3:28])[CH3:27].CC(O)=O.O. (4) Given the product [CH2:47]([O:54][CH2:55][C:56]1[C:70]2[C:65](=[CH:66][CH:67]=[CH:68][CH:69]=2)[O:64][C:58]2([CH2:59][CH2:60][N:61]([C:9]([C:8]3[CH:12]=[CH:13][C:5]([O:4][CH:1]([CH3:2])[CH3:3])=[C:6]([O:14][CH3:15])[CH:7]=3)=[O:11])[CH2:62][CH2:63]2)[CH:57]=1)[C:48]1[CH:49]=[CH:50][CH:51]=[CH:52][CH:53]=1, predict the reactants needed to synthesize it. The reactants are: [CH:1]([O:4][C:5]1[CH:13]=[CH:12][C:8]([C:9]([OH:11])=O)=[CH:7][C:6]=1[O:14][CH3:15])([CH3:3])[CH3:2].CN(C(ON1N=NC2C=CC=NC1=2)=[N+](C)C)C.F[P-](F)(F)(F)(F)F.CCN(CC)CC.[CH2:47]([O:54][CH2:55][C:56]1[C:70]2[C:65](=[CH:66][CH:67]=[CH:68][CH:69]=2)[O:64][C:58]2([CH2:63][CH2:62][NH:61][CH2:60][CH2:59]2)[CH:57]=1)[C:48]1[CH:53]=[CH:52][CH:51]=[CH:50][CH:49]=1. (5) Given the product [ClH:46].[C:34]([C:31]1[CH:30]=[CH:29][C:28]([CH2:27][CH:15]([NH:16][S:17]([C:20]2[CH:25]=[CH:24][C:23]([F:26])=[CH:22][CH:21]=2)(=[O:18])=[O:19])[C:11]2[N:10]=[C:9]([NH:8][CH2:38][C:39]([OH:41])=[O:40])[CH:14]=[CH:13][CH:12]=2)=[CH:33][CH:32]=1)([CH3:37])([CH3:35])[CH3:36], predict the reactants needed to synthesize it. The reactants are: C(OC([N:8]([CH2:38][C:39]([O:41]C(C)(C)C)=[O:40])[C:9]1[CH:14]=[CH:13][CH:12]=[C:11]([CH:15]([CH2:27][C:28]2[CH:33]=[CH:32][C:31]([C:34]([CH3:37])([CH3:36])[CH3:35])=[CH:30][CH:29]=2)[NH:16][S:17]([C:20]2[CH:25]=[CH:24][C:23]([F:26])=[CH:22][CH:21]=2)(=[O:19])=[O:18])[N:10]=1)=O)(C)(C)C.[ClH:46].O1CCOCC1. (6) Given the product [C:56]([O:60][C:61]([N:63]1[CH2:64][CH2:65][N:66]([CH2:69][CH2:70][NH:71][C:30]([C:26]2[C:25]([CH3:33])=[C:24](/[CH:23]=[C:16]3\[C:17](=[O:22])[NH:18][C:19]4[C:15]\3=[CH:14][C:13]([S:10]([CH2:9][C:3]3[C:2]([Cl:1])=[CH:7][CH:6]=[CH:5][C:4]=3[Cl:8])(=[O:11])=[O:12])=[CH:21][CH:20]=4)[NH:28][C:27]=2[CH3:29])=[O:32])[CH2:67][CH2:68]1)=[O:62])([CH3:59])([CH3:58])[CH3:57], predict the reactants needed to synthesize it. The reactants are: [Cl:1][C:2]1[CH:7]=[CH:6][CH:5]=[C:4]([Cl:8])[C:3]=1[CH2:9][S:10]([C:13]1[CH:14]=[C:15]2[C:19](=[CH:20][CH:21]=1)[NH:18][C:17](=[O:22])/[C:16]/2=[CH:23]\[C:24]1[NH:28][C:27]([CH3:29])=[C:26]([C:30]([OH:32])=O)[C:25]=1[CH3:33])(=[O:12])=[O:11].C1C=CC2N(O)N=NC=2C=1.CCN=C=NCCCN(C)C.Cl.[C:56]([O:60][C:61]([N:63]1[CH2:68][CH2:67][N:66]([CH2:69][CH2:70][NH2:71])[CH2:65][CH2:64]1)=[O:62])([CH3:59])([CH3:58])[CH3:57]. (7) Given the product [Br:10][C:7]1[CH:8]=[CH:9][C:4]([C:2](=[O:3])[CH3:1])=[C:5]([O:11][CH2:17][C@@H:15]2[CH2:14][O:16]2)[CH:6]=1, predict the reactants needed to synthesize it. The reactants are: [CH3:1][C:2]([C:4]1[CH:9]=[CH:8][C:7]([Br:10])=[CH:6][C:5]=1[OH:11])=[O:3].[H-].[Na+].[CH2:14]1[O:16][C@@H:15]1[CH2:17]OS(C1C=C([N+]([O-])=O)C=CC=1)(=O)=O. (8) Given the product [Br:11][C:4]1[CH:3]=[C:2]([N:12]2[CH2:16][CH2:15][CH2:14][CH2:13]2)[C:10]2[C:6]([CH:5]=1)=[N:7][O:8][N:9]=2, predict the reactants needed to synthesize it. The reactants are: Br[C:2]1[C:10]2[C:6](=[N:7][O:8][N:9]=2)[CH:5]=[C:4]([Br:11])[CH:3]=1.[NH:12]1[CH2:16][CH2:15][CH2:14][CH2:13]1.CCN(C(C)C)C(C)C. (9) Given the product [CH3:2][C:3]1[CH:8]=[CH:7][C:6]([S:9]([O:12][CH2:13][CH:14]2[CH2:15][O:16][C:17]3[CH:23]=[CH:22][C:21]4[N:24]=[CH:26][O:25][C:20]=4[C:18]=3[O:19]2)(=[O:11])=[O:10])=[CH:5][CH:4]=1, predict the reactants needed to synthesize it. The reactants are: Cl.[CH3:2][C:3]1[CH:8]=[CH:7][C:6]([S:9]([O:12][CH2:13][C@@H:14]2[O:19][C:18]3[C:20]([OH:25])=[C:21]([NH2:24])[CH:22]=[CH:23][C:17]=3[O:16][CH2:15]2)(=[O:11])=[O:10])=[CH:5][CH:4]=1.[C:26]1(C)C=CC(S(O)(=O)=O)=CC=1. (10) The reactants are: C1C=C(Cl)C=C(C(OO)=[O:9])C=1.[Br:12][C:13]1[CH:14]=[N:15][CH:16]=[C:17]([CH:22]=1)[C:18]([O:20][CH3:21])=[O:19]. Given the product [Br:12][C:13]1[CH:14]=[N+:15]([O-:9])[CH:16]=[C:17]([CH:22]=1)[C:18]([O:20][CH3:21])=[O:19], predict the reactants needed to synthesize it.